This data is from Forward reaction prediction with 1.9M reactions from USPTO patents (1976-2016). The task is: Predict the product of the given reaction. Given the reactants [CH3:1][O:2][C:3]1[C:12]([CH3:13])=[CH:11][CH:10]=[C:9]2[C:4]=1[CH2:5][C@@H:6]([CH:18]1[CH2:23][CH2:22][NH:21][CH2:20][CH2:19]1)[O:7][C@H:8]2[CH2:14][NH:15][CH:16]=[O:17].[Cl:24][C:25]1[CH:38]=[CH:37][C:28]([C:29]([NH:31][CH:32]([CH3:36])[CH2:33][CH:34]=O)=[O:30])=[CH:27][CH:26]=1.C(O[BH-](OC(=O)C)OC(=O)C)(=O)C.[Na+], predict the reaction product. The product is: [Cl:24][C:25]1[CH:26]=[CH:27][C:28]([C:29]([NH:31][CH:32]([CH3:36])[CH2:33][CH2:34][N:21]2[CH2:20][CH2:19][CH:18]([C@@H:6]3[CH2:5][C:4]4[C:9](=[CH:10][CH:11]=[C:12]([CH3:13])[C:3]=4[O:2][CH3:1])[C@H:8]([CH2:14][NH:15][CH:16]=[O:17])[O:7]3)[CH2:23][CH2:22]2)=[O:30])=[CH:37][CH:38]=1.